Dataset: Forward reaction prediction with 1.9M reactions from USPTO patents (1976-2016). Task: Predict the product of the given reaction. (1) Given the reactants [OH:1][CH2:2][C:3]1[CH:8]=[CH:7][C:6](B(O)O)=[CH:5][CH:4]=1.Br[C:13]1[CH:14]=[C:15]([C:20]2[N:25]3[N:26]=[CH:27][C:28]([C:29]([C:31]4[S:32][CH:33]=[CH:34][CH:35]=4)=[O:30])=[C:24]3[N:23]=[CH:22][CH:21]=2)[CH:16]=[CH:17][C:18]=1[F:19], predict the reaction product. The product is: [F:19][C:18]1[C:17]([C:6]2[CH:7]=[CH:8][C:3]([CH2:2][OH:1])=[CH:4][CH:5]=2)=[CH:16][C:15]([C:20]2[N:25]3[N:26]=[CH:27][C:28]([C:29]([C:31]4[S:32][CH:33]=[CH:34][CH:35]=4)=[O:30])=[C:24]3[N:23]=[CH:22][CH:21]=2)=[CH:14][CH:13]=1. (2) Given the reactants [Cl:1][C:2]1[C:3]([N:17]2[CH2:22][CH2:21][CH:20]([C:23]([OH:25])=[O:24])[CH2:19][CH2:18]2)=[N:4][CH:5]=[C:6]([C:10]2[O:11][C:12]([CH2:15][CH3:16])=[CH:13][N:14]=2)[C:7]=1[O:8][CH3:9].[CH3:26][O-].[Na+], predict the reaction product. The product is: [Cl:1][C:2]1[C:3]([N:17]2[CH2:18][CH2:19][CH:20]([C:23]([O:25][CH3:26])=[O:24])[CH2:21][CH2:22]2)=[N:4][CH:5]=[C:6]([C:10]2[O:11][C:12]([CH2:15][CH3:16])=[CH:13][N:14]=2)[C:7]=1[O:8][CH3:9]. (3) Given the reactants [CH3:1][C:2]1([CH3:23])[C:11]2[C:6](=[C:7]([O:18][CH:19]([CH3:21])[CH3:20])[CH:8]=[C:9]([C:12]#[C:13][Si](C)(C)C)[CH:10]=2)[C:5](=[O:22])[CH2:4][CH2:3]1.C(=O)([O-])[O-].[K+].[K+], predict the reaction product. The product is: [CH3:23][C:2]1([CH3:1])[C:11]2[C:6](=[C:7]([O:18][CH:19]([CH3:20])[CH3:21])[CH:8]=[C:9]([C:12]#[CH:13])[CH:10]=2)[C:5](=[O:22])[CH2:4][CH2:3]1. (4) Given the reactants [F:1][C:2]([F:27])([F:26])[C:3]1[CH:4]=[C:5]([NH:9][C:10](=[O:25])[CH2:11][C:12]([NH:14][C:15]2[CH:20]=[CH:19][CH:18]=[C:17]([C:21]([F:24])([F:23])[F:22])[CH:16]=2)=[O:13])[CH:6]=[CH:7][CH:8]=1.[CH:28]([C:30]1[N:31]=[CH:32][NH:33][CH:34]=1)=O, predict the reaction product. The product is: [F:1][C:2]([F:26])([F:27])[C:3]1[CH:4]=[C:5]([NH:9][C:10](=[O:25])[C:11](=[CH:28][C:30]2[NH:31][CH:32]=[N:33][CH:34]=2)[C:12]([NH:14][C:15]2[CH:20]=[CH:19][CH:18]=[C:17]([C:21]([F:24])([F:23])[F:22])[CH:16]=2)=[O:13])[CH:6]=[CH:7][CH:8]=1.